Dataset: NCI-60 drug combinations with 297,098 pairs across 59 cell lines. Task: Regression. Given two drug SMILES strings and cell line genomic features, predict the synergy score measuring deviation from expected non-interaction effect. (1) Drug 1: C1=NC2=C(N1)C(=S)N=C(N2)N. Drug 2: C1=NC2=C(N=C(N=C2N1C3C(C(C(O3)CO)O)O)F)N. Cell line: K-562. Synergy scores: CSS=37.3, Synergy_ZIP=-2.29, Synergy_Bliss=-5.84, Synergy_Loewe=-13.0, Synergy_HSA=-5.36. (2) Drug 1: CC(C1=C(C=CC(=C1Cl)F)Cl)OC2=C(N=CC(=C2)C3=CN(N=C3)C4CCNCC4)N. Drug 2: C(CN)CNCCSP(=O)(O)O. Cell line: SF-295. Synergy scores: CSS=13.1, Synergy_ZIP=-4.06, Synergy_Bliss=-2.47, Synergy_Loewe=-49.7, Synergy_HSA=-2.04. (3) Drug 1: C1=NC2=C(N1)C(=S)N=C(N2)N. Cell line: BT-549. Drug 2: CC(C)CN1C=NC2=C1C3=CC=CC=C3N=C2N. Synergy scores: CSS=14.6, Synergy_ZIP=-3.42, Synergy_Bliss=3.18, Synergy_Loewe=-0.800, Synergy_HSA=1.28. (4) Drug 1: C1=CC(=CC=C1CC(C(=O)O)N)N(CCCl)CCCl.Cl. Drug 2: CCCS(=O)(=O)NC1=C(C(=C(C=C1)F)C(=O)C2=CNC3=C2C=C(C=N3)C4=CC=C(C=C4)Cl)F. Cell line: NCI-H522. Synergy scores: CSS=12.2, Synergy_ZIP=-1.26, Synergy_Bliss=1.35, Synergy_Loewe=-2.13, Synergy_HSA=0.717. (5) Drug 1: CC(C)(C#N)C1=CC(=CC(=C1)CN2C=NC=N2)C(C)(C)C#N. Synergy scores: CSS=-3.19, Synergy_ZIP=0.474, Synergy_Bliss=-2.22, Synergy_Loewe=-3.15, Synergy_HSA=-3.92. Drug 2: C#CCC(CC1=CN=C2C(=N1)C(=NC(=N2)N)N)C3=CC=C(C=C3)C(=O)NC(CCC(=O)O)C(=O)O. Cell line: EKVX.